Task: Predict the product of the given reaction.. Dataset: Forward reaction prediction with 1.9M reactions from USPTO patents (1976-2016) (1) Given the reactants [C:1]([C:3]1[CH2:24][C@@:23]2([CH3:25])[C@@H:6]([CH2:7][CH2:8][C@:9]3([CH3:33])[C:22]2=[CH:21][C:20](=[O:26])[C@H:19]2[C@@:10]3([CH3:32])[CH2:11][CH2:12][C@:13]3([CH3:31])[C@H:18]2[CH2:17][C@@:16]([CH3:30])([C:27]([OH:29])=[O:28])[CH2:15][CH2:14]3)[C:5]([CH3:35])([CH3:34])[C:4]=1[OH:36])#[N:2].BrN1C(C)(C)C(=O)N(Br)C1=O.N1C=CC=CC=1, predict the reaction product. The product is: [C:1]([C:3]1[C:4](=[O:36])[C:5]([CH3:35])([CH3:34])[C@H:6]2[C@:23]([CH3:25])([CH:24]=1)[C:22]1[C@:9]([CH3:33])([C@@:10]3([CH3:32])[C@H:19]([C:20](=[O:26])[CH:21]=1)[C@H:18]1[C@:13]([CH3:31])([CH2:14][CH2:15][C@:16]([CH3:30])([C:27]([OH:29])=[O:28])[CH2:17]1)[CH2:12][CH2:11]3)[CH2:8][CH2:7]2)#[N:2]. (2) Given the reactants [Cl:1][C:2]1[N:7]=[C:6]([CH3:8])[N:5]=[C:4]([NH2:9])[C:3]=1I.[C:11]([O:15][C:16]([N:18]1[CH2:23][CH2:22][CH:21]([C:24]#[CH:25])[CH2:20][CH2:19]1)=[O:17])([CH3:14])([CH3:13])[CH3:12].C(NC(C)C)(C)C, predict the reaction product. The product is: [NH2:9][C:4]1[C:3]([C:25]#[C:24][CH:21]2[CH2:20][CH2:19][N:18]([C:16]([O:15][C:11]([CH3:14])([CH3:13])[CH3:12])=[O:17])[CH2:23][CH2:22]2)=[C:2]([Cl:1])[N:7]=[C:6]([CH3:8])[N:5]=1. (3) Given the reactants [F:1][C:2]1[CH:9]=[CH:8][CH:7]=[C:6]([C:10]#[C:11][Si](C)(C)C)[C:3]=1[CH:4]=O.CO.[NH3:18], predict the reaction product. The product is: [F:1][C:2]1[CH:9]=[CH:8][CH:7]=[C:6]2[C:3]=1[CH:4]=[N:18][CH:11]=[CH:10]2. (4) Given the reactants C(=O)([O-])[O-].[Na+].[Na+].[CH2:7]([O:14][C:15]1[CH:20]=[CH:19][C:18](B(O)O)=[CH:17][C:16]=1[F:24])[C:8]1[CH:13]=[CH:12][CH:11]=[CH:10][CH:9]=1.Br[C:26]1[C:27]([NH2:32])=[N:28][CH:29]=[CH:30][CH:31]=1, predict the reaction product. The product is: [CH2:7]([O:14][C:15]1[CH:20]=[CH:19][C:18]([C:26]2[C:27]([NH2:32])=[N:28][CH:29]=[CH:30][CH:31]=2)=[CH:17][C:16]=1[F:24])[C:8]1[CH:13]=[CH:12][CH:11]=[CH:10][CH:9]=1.